Task: Predict the reaction yield, written as a fraction of the theoretical maximum amount of product (1.0 means a 100% yield; for example, 0.34 means a 34% yield).. Dataset: Reaction yield outcomes from USPTO patents with 853,638 reactions The reactants are [CH3:1][N:2]([CH3:11])[C:3]1[CH:4]=[C:5]([CH:8]=[CH:9][CH:10]=1)[CH2:6][OH:7]. The yield is 0.640. The catalyst is CC(C)=O.O=[Mn]=O. The product is [CH3:1][N:2]([CH3:11])[C:3]1[CH:4]=[C:5]([CH:8]=[CH:9][CH:10]=1)[CH:6]=[O:7].